This data is from Full USPTO retrosynthesis dataset with 1.9M reactions from patents (1976-2016). The task is: Predict the reactants needed to synthesize the given product. (1) Given the product [CH3:22][S:23]([O:12][CH2:11][C:9]1[N:8]([S:13]([C:16]2[CH:17]=[CH:18][CH:19]=[CH:20][CH:21]=2)(=[O:15])=[O:14])[C:4]2=[N:5][CH:6]=[CH:7][C:2]([Br:1])=[C:3]2[CH:10]=1)(=[O:25])=[O:24], predict the reactants needed to synthesize it. The reactants are: [Br:1][C:2]1[CH:7]=[CH:6][N:5]=[C:4]2[N:8]([S:13]([C:16]3[CH:21]=[CH:20][CH:19]=[CH:18][CH:17]=3)(=[O:15])=[O:14])[C:9]([CH2:11][OH:12])=[CH:10][C:3]=12.[CH3:22][S:23](O[S:23]([CH3:22])(=[O:25])=[O:24])(=[O:25])=[O:24]. (2) The reactants are: [C:1]([N:5]1[C:9]([CH3:10])=[C:8]([C:11]([OH:13])=O)[CH:7]=[N:6]1)([CH3:4])([CH3:3])[CH3:2].C(Cl)(=O)C([Cl:17])=O.CN(C)C=O. Given the product [C:1]([N:5]1[C:9]([CH3:10])=[C:8]([C:11]([Cl:17])=[O:13])[CH:7]=[N:6]1)([CH3:4])([CH3:3])[CH3:2], predict the reactants needed to synthesize it. (3) Given the product [OH:15][C@@H:16]1[C:12]2[C:2](=[CH:10][CH:9]=[CH:14][CH:13]=2)[CH:3]=[CH:7][C@H:8]1[N:5]1[C:1](=[O:11])[C:2]2[C:3](=[CH:7][CH:8]=[CH:9][CH:10]=2)[C:4]1=[O:6], predict the reactants needed to synthesize it. The reactants are: [C:1]1(=[O:11])[NH:5][C:4](=[O:6])[C:3]2=[CH:7][CH:8]=[CH:9][CH:10]=[C:2]12.[CH2:12]1[CH2:16][O:15][CH2:14][CH2:13]1. (4) Given the product [O:28]=[C:15]1[CH2:14][CH2:13][CH:12]=[CH:11][CH2:10][C@@H:9]([NH:8][S:37]([CH3:36])(=[O:39])=[O:38])[C:20](=[O:21])[O:19][CH2:18][C@@H:17]([C:22]2[CH:27]=[CH:26][CH:25]=[CH:24][CH:23]=2)[NH:16]1, predict the reactants needed to synthesize it. The reactants are: C(O)(C(F)(F)F)=O.[NH2:8][C@H:9]1[C:20](=[O:21])[O:19][CH2:18][C@@H:17]([C:22]2[CH:27]=[CH:26][CH:25]=[CH:24][CH:23]=2)[NH:16][C:15](=[O:28])[CH2:14][CH2:13][CH:12]=[CH:11][CH2:10]1.C(N(CC)CC)C.[CH3:36][S:37](Cl)(=[O:39])=[O:38]. (5) Given the product [CH3:1][N:2]1[C:6]([C:7](=[O:24])[NH:8][C:9]2[CH:14]=[CH:13][N:12]3[N:15]=[C:16]([C:18]4[CH:19]=[N:20][CH:21]=[CH:22][CH:23]=4)[N:17]=[C:11]3[CH:10]=2)=[C:5]([C:25]([OH:27])=[O:26])[CH:4]=[N:3]1, predict the reactants needed to synthesize it. The reactants are: [CH3:1][N:2]1[C:6]([C:7](=[O:24])[NH:8][C:9]2[CH:14]=[CH:13][N:12]3[N:15]=[C:16]([C:18]4[CH:19]=[N:20][CH:21]=[CH:22][CH:23]=4)[N:17]=[C:11]3[CH:10]=2)=[C:5]([C:25]([O:27]C)=[O:26])[CH:4]=[N:3]1.O.[OH-].[Li+].Cl. (6) Given the product [OH:39][CH:37]1[CH2:38][N:35]([CH2:30][C:28]2[C:27]([CH3:32])=[N:26][N:25]([C:23]3[C:22]([CH3:33])=[CH:21][N:20]=[C:19]([NH:18][C:4]4[C:3]([O:2][CH3:1])=[CH:8][C:7]([N:9]5[CH2:14][CH2:13][O:12][CH2:11][CH2:10]5)=[C:6]([NH:15][C:3](=[O:2])[CH:4]=[CH2:5])[CH:5]=4)[N:24]=3)[CH:29]=2)[CH2:36]1, predict the reactants needed to synthesize it. The reactants are: [CH3:1][O:2][C:3]1[CH:8]=[C:7]([N:9]2[CH2:14][CH2:13][O:12][CH2:11][CH2:10]2)[C:6]([N+:15]([O-])=O)=[CH:5][C:4]=1[NH:18][C:19]1[N:24]=[C:23]([N:25]2[CH:29]=[C:28]([CH:30]=O)[C:27]([CH3:32])=[N:26]2)[C:22]([CH3:33])=[CH:21][N:20]=1.Cl.[NH:35]1[CH2:38][CH:37]([OH:39])[CH2:36]1. (7) Given the product [CH3:1][C:2]1[S:7][C:6]2[CH:8]=[CH:9][CH:10]=[CH:11][C:5]=2[O:4][C:3]=1[C:12]1[CH:13]=[CH:14][C:15]([O:18][CH2:20][CH2:21][CH2:22][N:23]2[CH2:27][CH2:26][CH2:25][CH2:24]2)=[CH:16][CH:17]=1, predict the reactants needed to synthesize it. The reactants are: [CH3:1][C:2]1[S:7][C:6]2[CH:8]=[CH:9][CH:10]=[CH:11][C:5]=2[O:4][C:3]=1[C:12]1[CH:17]=[CH:16][C:15]([OH:18])=[CH:14][CH:13]=1.O[CH2:20][CH2:21][CH2:22][N:23]1[CH2:27][CH2:26][CH2:25][CH2:24]1. (8) Given the product [ClH:13].[Cl:13][C:9]1[CH:8]=[C:7]([N:6]2[C:2]([CH3:1])=[C:3]([C:14]([NH:24][C:23]([NH2:25])=[NH:22])=[O:16])[CH:4]=[N:5]2)[CH:12]=[CH:11][CH:10]=1, predict the reactants needed to synthesize it. The reactants are: [CH3:1][C:2]1[N:6]([C:7]2[CH:12]=[CH:11][CH:10]=[C:9]([Cl:13])[CH:8]=2)[N:5]=[CH:4][C:3]=1[C:14]([OH:16])=O.O=S(Cl)Cl.Cl.[NH2:22][C:23]([NH2:25])=[NH:24]. (9) Given the product [NH:32]1[C:36]2[CH:37]=[CH:38][CH:39]=[CH:40][C:35]=2[N:34]=[C:33]1[C:41]1[N:46]=[CH:45][C:44]([CH2:47][NH:48][C:27](=[O:29])[CH2:26][N:12]2[C:13]3[CH:18]=[CH:17][CH:16]=[CH:15][C:14]=3[CH:8]([CH2:20][C:21]([OH:23])=[O:22])[CH2:9][CH2:10][C:11]2=[O:19])=[CH:43][CH:42]=1, predict the reactants needed to synthesize it. The reactants are: C(OC(=O)C[C:8]1([CH2:20][C:21]([OH:23])=[O:22])[C:14]2[CH:15]=[CH:16][CH:17]=[CH:18][C:13]=2[NH:12][C:11](=[O:19])[CH2:10][CH2:9]1)(C)(C)C.F[C:26](F)(F)[C:27]([OH:29])=O.[NH:32]1[C:36]2[CH:37]=[CH:38][CH:39]=[CH:40][C:35]=2[N:34]=[C:33]1[C:41]1[N:46]=[CH:45][C:44]([CH2:47][NH2:48])=[CH:43][CH:42]=1. (10) Given the product [Cl:28][C:23]1[CH:24]=[CH:25][CH:26]=[CH:27][C:22]=1[CH2:21][CH2:20][NH:19][C:17](=[O:18])[C:16]1[CH:29]=[CH:30][CH:31]=[C:14]([CH2:13][C:12]([NH:11][CH2:10][C@H:9]([OH:8])[C:34]2[CH:39]=[CH:38][C:37]([OH:40])=[C:36]([CH2:41][OH:42])[CH:35]=2)([CH3:33])[CH3:32])[CH:15]=1, predict the reactants needed to synthesize it. The reactants are: [Si]([O:8][C@H:9]([C:34]1[CH:39]=[CH:38][C:37]([OH:40])=[C:36]([CH2:41][OH:42])[CH:35]=1)[CH2:10][NH:11][C:12]([CH3:33])([CH3:32])[CH2:13][C:14]1[CH:15]=[C:16]([CH:29]=[CH:30][CH:31]=1)[C:17]([NH:19][CH2:20][CH2:21][C:22]1[CH:27]=[CH:26][CH:25]=[CH:24][C:23]=1[Cl:28])=[O:18])(C(C)(C)C)(C)C.F.F.F.C(N(CC)CC)C.